From a dataset of Full USPTO retrosynthesis dataset with 1.9M reactions from patents (1976-2016). Predict the reactants needed to synthesize the given product. The reactants are: [C:1](#[N:8])[C:2]1[CH:7]=[CH:6][CH:5]=[CH:4][CH:3]=1.[CH2:9]([O:11][C:12](=[O:15])[CH2:13]Cl)[CH3:10].[CH3:16][CH2:17][O-:18].[Na+].O.[CH2:21](O)[CH3:22]. Given the product [C:1]([C:2]1[C:7]2[C:6](=[CH:1][CH:2]=[CH:3][CH:4]=2)[CH:5]=[C:4]([C:22]2[CH:21]=[CH:7][CH:6]=[CH:5][C:16]=2[CH:17]2[O:18][CH:13]2[C:12]([O:11][CH2:9][CH3:10])=[O:15])[CH:3]=1)#[N:8], predict the reactants needed to synthesize it.